This data is from Full USPTO retrosynthesis dataset with 1.9M reactions from patents (1976-2016). The task is: Predict the reactants needed to synthesize the given product. (1) Given the product [NH:14]1[C:11]2[CH2:12][CH2:13][NH:8][CH2:9][C:10]=2[CH:16]=[N:15]1, predict the reactants needed to synthesize it. The reactants are: C(OC([N:8]1[CH2:13][CH2:12][C:11]2[NH:14][N:15]=[CH:16][C:10]=2[CH2:9]1)=O)(C)(C)C. (2) Given the product [CH2:1]([O:4][N:5]([C@H:18]1[CH2:23][N:22]([C:24]([O:26][C:27]([CH3:28])([CH3:29])[CH3:30])=[O:25])[C@H:21]([CH2:31][OH:32])[C:20]([CH2:40][CH3:41])=[CH:19]1)[S:6]([C:9]1[CH:14]=[CH:13][CH:12]=[CH:11][C:10]=1[N+:15]([O-:17])=[O:16])(=[O:8])=[O:7])[CH:2]=[CH2:3], predict the reactants needed to synthesize it. The reactants are: [CH2:1]([O:4][N:5]([C@H:18]1[CH2:23][N:22]([C:24]([O:26][C:27]([CH3:30])([CH3:29])[CH3:28])=[O:25])[C@H:21]([CH2:31][O:32][Si](C(C)(C)C)(C)C)[C:20]([CH2:40][CH3:41])=[CH:19]1)[S:6]([C:9]1[CH:14]=[CH:13][CH:12]=[CH:11][C:10]=1[N+:15]([O-:17])=[O:16])(=[O:8])=[O:7])[CH:2]=[CH2:3].C(ON([C@H]1CN(C(OC(C)(C)C)=O)[C@H](CO)C=C1C)S(C1C=CC=CC=1[N+]([O-])=O)(=O)=O)C=C. (3) Given the product [C:13]([O:17][C:18](=[O:19])[NH:20][C:21]([CH3:29])([CH3:28])[CH2:22]/[CH:23]=[CH:24]/[C:25](=[O:27])[N:73]([C@@H:61]([C:60](=[O:75])[N:59]([C@H:47]([CH2:40][C:41]1[CH:42]=[CH:43][CH:44]=[CH:45][CH:46]=1)[C:48]([N:50]1[CH2:54][CH2:53][CH2:52][C@H:51]1[CH2:55][N:56]([CH3:57])[CH3:58])=[O:49])[CH3:76])[CH2:62][C:63]1[CH:72]=[CH:71][C:70]2[C:65](=[CH:66][CH:67]=[CH:68][CH:69]=2)[CH:64]=1)[CH3:74])([CH3:14])([CH3:15])[CH3:16], predict the reactants needed to synthesize it. The reactants are: Cl.CN(C)CCCN=C=NCC.[C:13]([O:17][C:18]([NH:20][C:21]([CH3:29])([CH3:28])[CH2:22]/[CH:23]=[CH:24]/[C:25]([OH:27])=O)=[O:19])([CH3:16])([CH3:15])[CH3:14].ON1C2N=CC=CC=2N=N1.[CH2:40]([C@@H:47]([N:59]([CH3:76])[C:60](=[O:75])[C@H:61]([NH:73][CH3:74])[CH2:62][C:63]1[CH:72]=[CH:71][C:70]2[C:65](=[CH:66][CH:67]=[CH:68][CH:69]=2)[CH:64]=1)[C:48]([N:50]1[CH2:54][CH2:53][CH2:52][C@H:51]1[CH2:55][N:56]([CH3:58])[CH3:57])=[O:49])[C:41]1[CH:46]=[CH:45][CH:44]=[CH:43][CH:42]=1. (4) Given the product [CH3:1][O:2][C:3](=[O:28])[C:4]1[CH:9]=[CH:8][C:7]([O:10][CH2:11][CH2:12][N:13]2[CH2:8][CH2:9][CH2:4][CH2:5][CH2:6]2)=[CH:6][C:5]=1[O:21][CH2:22][CH2:23][CH2:24][CH2:25][O:26][CH3:27], predict the reactants needed to synthesize it. The reactants are: [CH3:1][O:2][C:3](=[O:28])[C:4]1[CH:9]=[CH:8][C:7]([O:10][CH2:11][C:12](=O)[NH:13]N2CCCCC2)=[CH:6][C:5]=1[O:21][CH2:22][CH2:23][CH2:24][CH2:25][O:26][CH3:27]. (5) Given the product [F:29][C:25]1[CH:24]=[C:23]2[C:28]([C:20]([C:17]3[CH:18]=[CH:19][C:12]4[S:11](=[O:38])(=[O:37])[N:10]([CH:7]5[CH2:8][CH2:9][N:4]([C:1](=[O:3])[CH3:2])[CH2:5][CH2:6]5)[CH:14]([CH3:15])[C:13]=4[CH:16]=3)=[CH:21][NH:22]2)=[CH:27][CH:26]=1, predict the reactants needed to synthesize it. The reactants are: [C:1]([N:4]1[CH2:9][CH2:8][CH:7]([N:10]2[CH:14]([CH3:15])[C:13]3[CH:16]=[C:17]([C:20]4[C:28]5[C:23](=[CH:24][C:25]([F:29])=[CH:26][CH:27]=5)[N:22](C(OC(C)(C)C)=O)[CH:21]=4)[CH:18]=[CH:19][C:12]=3[S:11]2(=[O:38])=[O:37])[CH2:6][CH2:5]1)(=[O:3])[CH3:2].Cl.C([O-])(O)=O.[Na+].